Dataset: Catalyst prediction with 721,799 reactions and 888 catalyst types from USPTO. Task: Predict which catalyst facilitates the given reaction. (1) The catalyst class is: 191. Product: [Cl:1][C:2]1[CH:7]=[CH:6][C:5]2[C:8]3=[C:16]([CH:17]4[CH2:22][CH2:21][CH2:20][CH2:19][CH2:18]4)[C:15]4[CH:14]=[CH:13][C:12]([C:23]([O:25][CH3:26])=[O:24])=[CH:11][C:10]=4[N:9]3[CH2:27][C:28](=[O:29])[N:33]([CH2:34][CH2:35][N:36]([CH3:38])[CH3:37])[CH2:32][C:4]=2[CH:3]=1. Reactant: [Cl:1][C:2]1[CH:7]=[CH:6][C:5]([C:8]2[N:9]([CH2:27][C:28](OC)=[O:29])[C:10]3[C:15]([C:16]=2[CH:17]2[CH2:22][CH2:21][CH2:20][CH2:19][CH2:18]2)=[CH:14][CH:13]=[C:12]([C:23]([O:25][CH3:26])=[O:24])[CH:11]=3)=[C:4]([CH2:32][NH:33][CH2:34][CH2:35][N:36]([CH3:38])[CH3:37])[CH:3]=1.CO[Na]. (2) Reactant: [NH2:1][C:2]1[CH:7]=[CH:6][C:5]([NH:8][C:9]([NH:11][C:12](=[O:23])[C:13]2[CH:18]=[CH:17][C:16]([C:19]([CH3:22])([CH3:21])[CH3:20])=[CH:15][CH:14]=2)=[O:10])=[CH:4][CH:3]=1.CCN(CC)CC.[Br:31][CH2:32][CH2:33][CH2:34][CH2:35][C:36](Cl)=[O:37]. Product: [C:19]([C:16]1[CH:15]=[CH:14][C:13]([C:12]([NH:11][C:9](=[O:10])[NH:8][C:5]2[CH:4]=[CH:3][C:2]([NH:1][C:36](=[O:37])[CH2:35][CH2:34][CH2:33][CH2:32][Br:31])=[CH:7][CH:6]=2)=[O:23])=[CH:18][CH:17]=1)([CH3:20])([CH3:22])[CH3:21]. The catalyst class is: 2. (3) The catalyst class is: 17. Reactant: [CH2:1]([O:3][C:4](=[O:15])[C:5]1[CH:10]=[CH:9][C:8]([S:11](Cl)(=[O:13])=[O:12])=[CH:7][CH:6]=1)[CH3:2].[NH2:16][C:17]1[CH:22]=[CH:21][C:20]([CH:23]([CH3:37])[C:24]([C:30]2[CH:35]=[CH:34][N:33]=[C:32]([Cl:36])[CH:31]=2)([OH:29])[C:25]([F:28])([F:27])[F:26])=[C:19]([Cl:38])[CH:18]=1. Product: [CH2:1]([O:3][C:4](=[O:15])[C:5]1[CH:10]=[CH:9][C:8]([S:11](=[O:13])(=[O:12])[NH:16][C:17]2[CH:22]=[CH:21][C:20]([CH:23]([CH3:37])[C:24]([C:30]3[CH:35]=[CH:34][N:33]=[C:32]([Cl:36])[CH:31]=3)([OH:29])[C:25]([F:26])([F:27])[F:28])=[C:19]([Cl:38])[CH:18]=2)=[CH:7][CH:6]=1)[CH3:2]. (4) Reactant: [CH3:1][O:2][C:3]1[CH:8]=[CH:7][C:6]([CH:9]2[CH2:17][N:16]3[C:11]([NH:12][N:13]=[C:14]([CH2:19][NH:20][C:21]([C:23]4([C:26]([F:29])([F:28])[F:27])[CH2:25][CH2:24]4)=O)[C:15]3=[O:18])=[N:10]2)=[CH:5][CH:4]=1.P([O-])([O-])([O-])=O.[K+].[K+].[K+]. Product: [CH3:1][O:2][C:3]1[CH:8]=[CH:7][C:6]([CH:9]2[CH2:17][N:16]3[C:11]([NH:12][N:13]4[C:21]([C:23]5([C:26]([F:29])([F:28])[F:27])[CH2:25][CH2:24]5)=[N:20][CH:19]=[C:14]4[C:15]3=[O:18])=[N:10]2)=[CH:5][CH:4]=1. The catalyst class is: 286. (5) Reactant: [CH3:1][C:2]1[C:7]([C:8]#[N:9])=[C:6]([CH3:10])[CH:5]=[C:4]([N:11]=[C:12]2[S:16][CH2:15][C:14]3([CH2:20][CH2:19][CH2:18][CH2:17]3)[NH:13]2)[N:3]=1.[CH2:21](Br)[CH:22]([CH3:24])[CH3:23].[H-].[Na+].CO. Product: [CH3:1][C:2]1[C:7]([C:8]#[N:9])=[C:6]([CH3:10])[CH:5]=[C:4]([N:11]=[C:12]2[S:16][CH2:15][C:14]3([CH2:20][CH2:19][CH2:18][CH2:17]3)[N:13]2[CH2:21][CH:22]([CH3:24])[CH3:23])[N:3]=1. The catalyst class is: 3. (6) Reactant: [CH3:1][O:2][C:3]([C@H:5]1[CH2:10][CH2:9][C@H:8]([C:11]2[O:12][CH:13]=[C:14]([CH3:16])[N:15]=2)[CH2:7][CH2:6]1)=[O:4].[Cl:17]N1C(=O)CCC1=O. Product: [CH3:1][O:2][C:3]([C@H:5]1[CH2:6][CH2:7][C@H:8]([C:11]2[O:12][C:13]([Cl:17])=[C:14]([CH3:16])[N:15]=2)[CH2:9][CH2:10]1)=[O:4]. The catalyst class is: 9.